Dataset: Catalyst prediction with 721,799 reactions and 888 catalyst types from USPTO. Task: Predict which catalyst facilitates the given reaction. (1) Reactant: [CH3:1][O:2][C:3]([C:5]1[CH2:6][NH:7][CH2:8][CH2:9][C:10]=1[NH:11][CH:12]([C:14]1[CH:19]=[CH:18][CH:17]=[CH:16][CH:15]=1)[CH3:13])=[O:4].CCN(C(C)C)C(C)C.[C:29](O[C:29]([O:31][C:32]([CH3:35])([CH3:34])[CH3:33])=[O:30])([O:31][C:32]([CH3:35])([CH3:34])[CH3:33])=[O:30].C(=O)(O)[O-].[Na+]. Product: [CH3:1][O:2][C:3]([C:5]1[CH2:6][N:7]([C:29]([O:31][C:32]([CH3:35])([CH3:34])[CH3:33])=[O:30])[CH2:8][CH2:9][C:10]=1[NH:11][CH:12]([C:14]1[CH:15]=[CH:16][CH:17]=[CH:18][CH:19]=1)[CH3:13])=[O:4]. The catalyst class is: 1. (2) Reactant: [OH:1][CH:2](CO)[CH2:3][N:4]([CH3:44])[C:5]([C:7]1[N:16]2[C:10]([CH2:11][N:12]([C:25]([C:27]3[CH:32]=[CH:31][C:30]([C:33]4[CH:38]=[CH:37][CH:36]=[CH:35][C:34]=4[C:39]([F:42])([F:41])[F:40])=[C:29]([CH3:43])[CH:28]=3)=[O:26])[C:13]3[CH:20]=[C:19]([O:21][CH3:22])[C:18]([O:23][CH3:24])=[CH:17][C:14]=3[CH2:15]2)=[CH:9][CH:8]=1)=[O:6].[O:47]=[C:48](Cl)OC(Cl)(Cl)Cl.C(N(CC)CC)C.N(CCO)CCO. Product: [OH:47][CH2:48][CH2:44][N:4]([CH2:3][CH2:2][OH:1])[C:5]([C:7]1[N:16]2[C:10]([CH2:11][N:12]([C:25]([C:27]3[CH:32]=[CH:31][C:30]([C:33]4[CH:38]=[CH:37][CH:36]=[CH:35][C:34]=4[C:39]([F:41])([F:40])[F:42])=[C:29]([CH3:43])[CH:28]=3)=[O:26])[C:13]3[CH:20]=[C:19]([O:21][CH3:22])[C:18]([O:23][CH3:24])=[CH:17][C:14]=3[CH2:15]2)=[CH:9][CH:8]=1)=[O:6]. The catalyst class is: 4. (3) Reactant: [CH:1]1([CH2:7][C@H:8]([NH:21]C(=O)OC(C)(C)C)[CH2:9][N:10]2[C:18](=[O:19])[C:17]3[C:12](=[CH:13][CH:14]=[CH:15][CH:16]=3)[C:11]2=[O:20])[CH2:6][CH2:5][CH2:4][CH2:3][CH2:2]1.O1CCOCC1.Cl. Product: [NH2:21][C@@H:8]([CH2:7][CH:1]1[CH2:6][CH2:5][CH2:4][CH2:3][CH2:2]1)[CH2:9][N:10]1[C:11](=[O:20])[C:12]2[C:17](=[CH:16][CH:15]=[CH:14][CH:13]=2)[C:18]1=[O:19]. The catalyst class is: 1. (4) Reactant: Br[C:2]1[CH:3]=[C:4]2[C:10]([C:11]3[CH:16]=[CH:15][CH:14]=[CH:13][C:12]=3[O:17][CH3:18])=[N:9][N:8]([CH2:19][O:20][CH2:21][CH2:22][O:23][CH3:24])[C:5]2=[N:6][CH:7]=1.[CH3:25][O:26][C:27]([C:29]1[CH:30]=[C:31](B(O)O)[CH:32]=[CH:33][CH:34]=1)=[O:28].C(=O)([O-])[O-].[Na+].[Na+].C(OCC)(=O)C. Product: [CH3:25][O:26][C:27](=[O:28])[C:29]1[CH:30]=[CH:31][CH:32]=[C:33]([C:2]2[CH:3]=[C:4]3[C:10]([C:11]4[CH:16]=[CH:15][CH:14]=[CH:13][C:12]=4[O:17][CH3:18])=[N:9][N:8]([CH2:19][O:20][CH2:21][CH2:22][O:23][CH3:24])[C:5]3=[N:6][CH:7]=2)[CH:34]=1. The catalyst class is: 47. (5) Reactant: C(=O)(O)[O-].[Na+].Cl.[NH:7]1[CH2:12][CH2:11][CH:10]([CH2:13][CH2:14][CH2:15][OH:16])[CH2:9][CH2:8]1.[N:17]#[C:18]Br. Product: [OH:16][CH2:15][CH2:14][CH2:13][CH:10]1[CH2:11][CH2:12][N:7]([C:18]#[N:17])[CH2:8][CH2:9]1. The catalyst class is: 232. (6) Reactant: [CH3:1][O:2][C:3]1[CH:4]=[C:5]2[C:9](=[CH:10][CH:11]=1)[NH:8][C:7](=[O:12])[CH2:6]2.[CH:13]([C:15]1[NH:16][C:17]([CH3:29])=[C:18]([S:25]([CH3:28])(=[O:27])=[O:26])[C:19]=1[CH2:20][CH2:21][C:22]([OH:24])=[O:23])=O.N1CCCCC1. Product: [CH3:28][S:25]([C:18]1[C:19]([CH2:20][CH2:21][C:22]([OH:24])=[O:23])=[C:15](/[CH:13]=[C:6]2\[C:7](=[O:12])[NH:8][C:9]3[C:5]\2=[CH:4][C:3]([O:2][CH3:1])=[CH:11][CH:10]=3)[NH:16][C:17]=1[CH3:29])(=[O:27])=[O:26]. The catalyst class is: 8. (7) Reactant: Cl.[F:2][CH:3]1[CH2:6][NH:5][CH2:4]1.[F:7][C:8]([F:58])([F:57])[C:9]1[CH:10]=[C:11]([C@H:19]2[O:23][C:22](=[O:24])[N:21]([CH2:25][C:26]3[C:31]([C:32]4[CH:33]=[C:34]([C:40]5[C:49]([CH3:50])=[CH:48][C:43]([C:44]([O:46][CH3:47])=[O:45])=[CH:42][C:41]=5[CH3:51])[CH:35]=[N:36][C:37]=4[O:38][CH3:39])=[CH:30][N:29]=[C:28](S(C)(=O)=O)[N:27]=3)[C@H:20]2[CH3:56])[CH:12]=[C:13]([C:15]([F:18])([F:17])[F:16])[CH:14]=1.C(N(CC)CC)C. Product: [F:17][C:15]([F:16])([F:18])[C:13]1[CH:12]=[C:11]([C@H:19]2[O:23][C:22](=[O:24])[N:21]([CH2:25][C:26]3[C:31]([C:32]4[CH:33]=[C:34]([C:40]5[C:41]([CH3:51])=[CH:42][C:43]([C:44]([O:46][CH3:47])=[O:45])=[CH:48][C:49]=5[CH3:50])[CH:35]=[N:36][C:37]=4[O:38][CH3:39])=[CH:30][N:29]=[C:28]([N:5]4[CH2:6][CH:3]([F:2])[CH2:4]4)[N:27]=3)[C@H:20]2[CH3:56])[CH:10]=[C:9]([C:8]([F:7])([F:58])[F:57])[CH:14]=1. The catalyst class is: 1. (8) The catalyst class is: 562. Product: [NH2:1][C:2]1[N:11]=[CH:10][C:9]2[C:8]([NH:12][C:13]3[CH:18]=[CH:17][C:16]([NH2:19])=[CH:15][CH:14]=3)=[N:7][CH:6]=[N:5][C:4]=2[CH:3]=1. Reactant: [NH2:1][C:2]1[N:11]=[CH:10][C:9]2[C:8]([NH:12][C:13]3[CH:18]=[CH:17][C:16]([NH:19]C(=O)C)=[CH:15][CH:14]=3)=[N:7][CH:6]=[N:5][C:4]=2[CH:3]=1.